Task: Binary Classification. Given a miRNA mature sequence and a target amino acid sequence, predict their likelihood of interaction.. Dataset: Experimentally validated miRNA-target interactions with 360,000+ pairs, plus equal number of negative samples (1) The miRNA is hsa-miR-26b-5p with sequence UUCAAGUAAUUCAGGAUAGGU. The protein sequence of the target gene is MAGYLRVVRSLCRASGSRPAWAPAALTAPTSQEQPRRHYADKRIKVAKPVVEMDGDEMTRIIWQFIKEKLILPHVDIQLKYFDLGLPNRDQTDDQVTIDSALATQKYSVAVKCATITPDEARVEEFKLKKMWKSPNGTIRNILGGTVFREPIICKNIPRLVPGWTKPITIGRHAHGDQYKATDFVADRAGTFKMVFTPKDGSGVKEWEVYNFPAGGVGMGMYNTDESISGFAHSCFQYAIQKKWPLYMSTKNTILKAYDGRFKDIFQEIFDKHYKTDFDKNKIWYEHRLIDDMVAQVLKS.... Result: 1 (interaction). (2) The miRNA is hsa-miR-637 with sequence ACUGGGGGCUUUCGGGCUCUGCGU. The protein sequence of the target gene is MSEAMDQPAGGPGNPRPGEGDDGSMEPGTCQELLHRLRELEAENSALAQANENQRETYERCLDEVANHVVQALLNQKDLREECIKLKKRVFDLERQNQMLSALFQQKLQLTTGSLPQIPLTPLQPPSEPPASPSLSSTEGPAAPLPLGHCAGQREVCWEQQLRPGGPGPPAAPPPALDALSPFLRKKAQILEVLRALEETDPLLLCSPATPWRPPGQGPGSPEPINGELCGPPQPEPSPWAPCLLLGPGNLGGLLHWERLLGGLGGEEDTGRPWGPSRGPPQAQGTSSGPNCAPGSSSSS.... Result: 1 (interaction). (3) The protein sequence of the target gene is MFRNSLKMLLTGGKSSRKNRSSDGGSEEPPDRRQSSVDSRQSRSGQGGISTESDCAFEPDYAVPPLPVSEGDVEQELGPPPSVDEAANTLMTRLGFLLGEKVTEVQPSDQYSMEVQDENQTSAITQRISPCSTLTSSTASPPASSPCSTLPPVSTNAAAKDCSYGAVTSPTSTLESRDSGIIATLTNYSENMERTKYVGEGSKELGSGGNLKPWQSQKSSMDSCLYRVDENMAASTYSLNKIPERNLETVLSQSVQSIPLYLMPRPNSVAATSSAHLEDLAYLDEQRHTPLRTSLRMPRQ.... The miRNA is hsa-miR-3689a-5p with sequence UGUGAUAUCAUGGUUCCUGGGA. Result: 0 (no interaction). (4) The miRNA is hsa-miR-2682-3p with sequence CGCCUCUUCAGCGCUGUCUUCC. The protein sequence of the target gene is MASSHTVLMRLVASAYSIAQKAGTIVRCVIAEGDLGIVQKTSATDLQTKADRLVQMSICSSLARKFPKLTIIGEEDLPPGEVDQELIEDGQWEEILKQPCPSQYSAIKEEDLVVWVDPLDGTKEYTEGLLDNVTVLIGIAYEGKAIAGIINQPYYNYQAGPDAALGRTIWGVLGLGAFGFQLKEAPAGKHIITTTRSHSNQLVTDCISAMNPDTVLRVGGAGNKIIQLIEGKASAYVFASPGCKKWDTCAPEVILHAVGGKLTDIHGNALQYNKEVKHMNSAGVLAALRNYEYYASHVPE.... Result: 0 (no interaction). (5) The miRNA is hsa-miR-6779-3p with sequence AAGCCCUGUCUCCUCCCAUCU. The protein sequence of the target gene is MVLEGNPEVGSPRTSDLQHRGNKGSCVLSSPGEDAQPGEEPIKYGELIVLGCCEEGGEETEAQRGEVTGPRAHSCYNGCLASGDKGRRRSRLALSRRSHANGVKPDVMHHISTPLVSKALSNRGQHSISYTLSRSHSVIVEYTHDSDTDMFQIGRSTENMIDFVVTDTSPGGGAAEGPSAQSTISRYACRILCDRRPPYTARIYAAGFDASSNIFLGERAAKWRTPDGLMDGLTTNGVLVMHPAGGFSEDSAPGVWREISVCGNVYTLRDSRSAQQRGKLVENESNVLQDGSLIDLCGAT.... Result: 0 (no interaction). (6) The miRNA is mmu-miR-701-5p with sequence UUAGCCGCUGAAAUAGAUGGA. The protein sequence of the target gene is MAPARARLSPALWVVTAAAAATCVSAGRGEVNLLDTSTIHGDWGWLTYPAHGWDSINEVDESFRPIHTYQVCNVMSPNQNNWLRTNWVPRDGARRVYAEIKFTLRDCNSIPGVLGTCKETFNLHYLESDRDLGASTQESQFLKIDTIAADESFTGADLGVRRLKLNTEVRGVGPLSKRGFYLAFQDIGACLAILSLRIYYKKCPAMVRNLAAFSEAVTGADSSSLVEVRGQCVRHSEERDTPKMYCSAEGEWLVPIGKCVCSAGYEERRDACMACELGFYKSAPGDQLCARCPPHSHSAT.... Result: 0 (no interaction). (7) The miRNA is hsa-miR-614 with sequence GAACGCCUGUUCUUGCCAGGUGG. The protein sequence of the target gene is MSSSSPTGQIASAADIKQENGMESASEGQEAHREVAGGAAAGLSPPAPAPFPLEPGDAAAASRVSREEGAAAAGAADQVQLHSELLGRHQHAAAAQPPLAFSPDHVACVCEALQQGGNLDRLARFLWSLPQSDLLRGNESLLKARALVAFHQGIYPELYSILESHSFESANHPLLQQLWYKARYTEAERARGRPLGAVDKYRLRRKFPLPRTIWDGEETVYCFKEKSRNALKELYKQNRYPSPAEKRHLAKITGLSLTQVSNWFKNRRQRDRNPSETQSKSESDGNPSTEDESSKGHEDL.... Result: 0 (no interaction). (8) The miRNA is hsa-miR-6726-5p with sequence CGGGAGCUGGGGUCUGCAGGU. The protein sequence of the target gene is MRALCLLCWAVLLNLVRACPEPCDCGEKYGFQIADCAYRDLEGVPPGFPANVTTLSLSANRLPGLPEGAFREVPLLQSLWLAHNEIRSVAIGALAPLSHLKSLDLSHNLLSEFAWSDLHNLSALQLLKMDSNELAFIPRDAFSSLSALRSLQLNHNRLHALAEGTFAPLTALSHLQINDNPFDCTCGIVWFKTWALASAVSIPEQDNIACTTPHVLKGIPLGRLPPLPCSAPSVQLSYQPSQDGAELRPGFVLALHCDVDGQPVPQLHWHIHTPGGTVEIASPNVGTDGRALPGALATSG.... Result: 0 (no interaction). (9) The miRNA is hsa-miR-3660 with sequence ACUGACAGGAGAGCAUUUUGA. The protein sequence of the target gene is MSATVVDAVNAAPLSGSKEMSLEEPKKMTREDWRKKKELEEQRKLGNAPAEVDEEGKDINPHIPQYISSVPWYIDPSKRPTLKHQRPQPEKQKQFSSSGEWYKRGVKENSIITKYRKGACENCGAMTHKKKDCFERPRRVGAKFTGTNIAPDEHVQPQLMFDYDGKRDRWNGYNPEEHMKIVEEYAKVDLAKRTLKAQKLQEELASGKLVEQANSPKHQWGEEEPNSQMEKDHNSEDEDEDKYADDIDMPGQNFDSKRRITVRNLRIREDIAKYLRNLDPNSAYYDPKTRAMRENPYANA.... Result: 0 (no interaction). (10) Result: 0 (no interaction). The protein sequence of the target gene is MALLLVSLLAFLGSGSGCHHWLCHCSNRVFLCQDSKVTEIPPDLPRNAIELRFVLTKLRVIPKGSFSGFGDLEKIEISQNDVLEVIEADVFSNLPNLHEIRIEKANNLLYINPEAFQNLPSLRYLLISNTGIKHLPAFHKIQSLQKVLLDIQDNINIHIIARNSFMGLSFESVILWLNKNGIQEIHNCAFNGTQLDELNLSDNNNLEELPDDVFQGASGPVVLDISRTKVYSLPNHGLENLKKLRARSTYRLKKLPSLDKFVMLIEASLTYPSHCCAFANWRRQTSELHPICNKSISRQD.... The miRNA is hsa-miR-4508 with sequence GCGGGGCUGGGCGCGCG.